Dataset: Forward reaction prediction with 1.9M reactions from USPTO patents (1976-2016). Task: Predict the product of the given reaction. (1) The product is: [OH:7][CH2:8][CH:9]([CH2:22][OH:23])[CH2:10][CH2:11][N:12]1[CH:19]=[C:18]([CH:20]([N:3]=[N+:4]=[N-:5])[CH2:21][I:1])[C:16](=[O:17])[NH:15][C:13]1=[O:14]. Given the reactants [I:1]Cl.[N-:3]=[N+:4]=[N-:5].[Na+].[OH:7][CH2:8][CH:9]([CH2:22][OH:23])[CH2:10][CH2:11][N:12]1[CH:19]=[C:18]([CH:20]=[CH2:21])[C:16](=[O:17])[NH:15][C:13]1=[O:14].C(Cl)(Cl)Cl.CO, predict the reaction product. (2) Given the reactants [Cl:1][C:2]1[C:3]2[C:48]([F:49])=[CH:47][CH:46]=[C:45]([F:50])[C:4]=2[S:5][C:6]=1[C:7]([N:9]([CH2:25][C:26]1[CH:27]=[C:28]([C:34]2[CH:39]=[CH:38][C:37]([NH:40][S:41]([CH3:44])(=[O:43])=[O:42])=[CH:36][CH:35]=2)[CH:29]=[CH:30][C:31]=1[O:32][CH3:33])[CH:10]1[CH2:15][CH2:14][CH:13]([N:16]([CH3:24])[C:17](=[O:23])[O:18][C:19]([CH3:22])([CH3:21])[CH3:20])[CH2:12][CH2:11]1)=[O:8].[H-].[Na+].I[CH3:54], predict the reaction product. The product is: [Cl:1][C:2]1[C:3]2[C:48]([F:49])=[CH:47][CH:46]=[C:45]([F:50])[C:4]=2[S:5][C:6]=1[C:7]([N:9]([CH2:25][C:26]1[CH:27]=[C:28]([C:34]2[CH:35]=[CH:36][C:37]([N:40]([S:41]([CH3:44])(=[O:43])=[O:42])[CH3:54])=[CH:38][CH:39]=2)[CH:29]=[CH:30][C:31]=1[O:32][CH3:33])[CH:10]1[CH2:11][CH2:12][CH:13]([N:16]([CH3:24])[C:17](=[O:23])[O:18][C:19]([CH3:20])([CH3:22])[CH3:21])[CH2:14][CH2:15]1)=[O:8]. (3) The product is: [Br:1][C:2]1[CH:3]=[C:4]([N:10]2[C:14]3=[N:15][CH:16]=[CH:17][CH:18]=[C:13]3[C:12]([C:19]([NH2:25])=[O:21])=[N:11]2)[CH:5]=[C:6]([O:8][CH3:9])[CH:7]=1. Given the reactants [Br:1][C:2]1[CH:3]=[C:4]([N:10]2[C:14]3=[N:15][CH:16]=[CH:17][CH:18]=[C:13]3[C:12]([C:19]([O:21]C)=O)=[N:11]2)[CH:5]=[C:6]([O:8][CH3:9])[CH:7]=1.C([NH2:25])=O.C[O-].[Na+], predict the reaction product. (4) Given the reactants [CH2:1]([O:4][C:5]1[CH:10]=[CH:9][C:8]([CH2:11][C@H:12]([NH:17]C(OC(C)(C)C)=O)[C:13]([O:15][CH3:16])=[O:14])=[CH:7][C:6]=1[Cl:25])[CH:2]=[CH2:3].C(O)=O, predict the reaction product. The product is: [CH3:16][O:15][C:13](=[O:14])[C@@H:12]([NH2:17])[CH2:11][C:8]1[CH:9]=[CH:10][C:5]([O:4][CH2:1][CH:2]=[CH2:3])=[C:6]([Cl:25])[CH:7]=1. (5) Given the reactants [CH3:1][C:2]1[C:6]([C:7]2[C:8]([C:15]3[CH:20]=[CH:19][C:18]([O:21]C)=[CH:17][CH:16]=3)=[N:9][N:10]([CH3:14])[C:11]=2[CH:12]=[O:13])=[C:5]([CH3:23])[O:4][N:3]=1.[Li+].[BH4-].B(F)(F)F, predict the reaction product. The product is: [CH3:1][C:2]1[C:6]([C:7]2[C:8]([C:15]3[CH:20]=[CH:19][C:18]([OH:21])=[CH:17][CH:16]=3)=[N:9][N:10]([CH3:14])[C:11]=2[CH2:12][OH:13])=[C:5]([CH3:23])[O:4][N:3]=1. (6) Given the reactants Br[C:2]1[N:7]=[C:6]2[O:8][CH:9]=[N:10][C:5]2=[CH:4][CH:3]=1.BrC1C=C2OC=NC2=NC=1.[CH3:21][N:22](C(OC(C)(C)C)=O)[CH:23]([CH2:25][CH:26]=[CH2:27])[CH3:24], predict the reaction product. The product is: [CH3:21][NH:22][CH:23]([CH2:25]/[CH:26]=[CH:27]/[C:2]1[N:7]=[C:6]2[O:8][CH:9]=[N:10][C:5]2=[CH:4][CH:3]=1)[CH3:24]. (7) Given the reactants C(OC(=O)[NH:7][CH2:8][C:9]1[NH:13][C:12]2[CH:14]=[CH:15][C:16]([F:19])=[C:17]([F:18])[C:11]=2[N:10]=1)(C)(C)C.C([Cl:24])(=O)C, predict the reaction product. The product is: [ClH:24].[ClH:24].[F:18][C:17]1[C:11]2[N:10]=[C:9]([CH2:8][NH2:7])[NH:13][C:12]=2[CH:14]=[CH:15][C:16]=1[F:19].